This data is from Reaction yield outcomes from USPTO patents with 853,638 reactions. The task is: Predict the reaction yield, written as a fraction of the theoretical maximum amount of product (1.0 means a 100% yield; for example, 0.34 means a 34% yield). (1) The reactants are [NH2:1][C@@H:2]([CH2:13][C:14]1[CH:19]=[CH:18][C:17]([C:20]2[N:25]=[CH:24][C:23]([C:26]3[CH:31]=[CH:30][C:29]([O:32][CH2:33][CH2:34][CH2:35][CH2:36][CH2:37][CH2:38][CH3:39])=[CH:28][CH:27]=3)=[CH:22][N:21]=2)=[CH:16][CH:15]=1)[C:3]([N:5]1[CH2:8][CH:7]([C:9]([O:11][CH3:12])=[O:10])[CH2:6]1)=[O:4].[C:40]([C:44]1[S:48][C:47]([C:49](O)=[O:50])=[CH:46][CH:45]=1)([CH3:43])([CH3:42])[CH3:41].CN(C=O)C.CCN(C(C)C)C(C)C.CN(C(ON1N=NC2C=CC=NC1=2)=[N+](C)C)C.F[P-](F)(F)(F)(F)F. The yield is 0.820. No catalyst specified. The product is [C:40]([C:44]1[S:48][C:47]([C:49]([NH:1][C@@H:2]([CH2:13][C:14]2[CH:19]=[CH:18][C:17]([C:20]3[N:25]=[CH:24][C:23]([C:26]4[CH:27]=[CH:28][C:29]([O:32][CH2:33][CH2:34][CH2:35][CH2:36][CH2:37][CH2:38][CH3:39])=[CH:30][CH:31]=4)=[CH:22][N:21]=3)=[CH:16][CH:15]=2)[C:3]([N:5]2[CH2:6][CH:7]([C:9]([O:11][CH3:12])=[O:10])[CH2:8]2)=[O:4])=[O:50])=[CH:46][CH:45]=1)([CH3:43])([CH3:41])[CH3:42]. (2) The reactants are N(C(OCC)=O)=NC(OCC)=O.[CH3:13][O:14][C:15]1[CH:16]=[C:17]([OH:24])[CH:18]=[C:19]([N+:21]([O-:23])=[O:22])[CH:20]=1.C1(P(C2C=CC=CC=2)C2C=CC=CC=2)C=CC=CC=1.O[CH:45]1[CH2:49][CH2:48][O:47][CH2:46]1. The catalyst is O1CCCC1. The product is [CH3:13][O:14][C:15]1[CH:16]=[C:17]([CH:18]=[C:19]([N+:21]([O-:23])=[O:22])[CH:20]=1)[O:24][CH:45]1[CH2:49][CH2:48][O:47][CH2:46]1. The yield is 0.650. (3) The reactants are Br[C:2]1[CH:3]=[C:4]([CH:8]=O)[O:5][C:6]=1Br.[K+].[CH2:11]([B-](F)(F)F)[C:12]1[CH:17]=[CH:16][CH:15]=[CH:14][CH:13]=1.[C:22]([O-:25])([O-])=O.[Cs+].[Cs+].O. The catalyst is C1COCC1.C1C=CC(P(C2C=CC=CC=2)[C-]2C=CC=C2)=CC=1.C1C=CC(P(C2C=CC=CC=2)[C-]2C=CC=C2)=CC=1.Cl[Pd]Cl.[Fe+2]. The product is [CH2:11]([C:3]1[CH:2]=[C:6]([CH:22]=[O:25])[O:5][C:4]=1[CH2:8][C:12]1[CH:17]=[CH:16][CH:15]=[CH:14][CH:13]=1)[C:12]1[CH:17]=[CH:16][CH:15]=[CH:14][CH:13]=1. The yield is 0.130. (4) The reactants are [Cl:1][C:2]1[CH:3]=[CH:4][C:5]2[O:18][CH:17]([C:19](OCC)=[O:20])[N:8]3[C:9]4[CH:10]=[CH:11][CH:12]=[C:13]([F:16])[C:14]=4[CH:15]=[C:7]3[C:6]=2[N:24]=1.[BH4-].[Na+].O. The catalyst is CO.ClCCl. The product is [Cl:1][C:2]1[CH:3]=[CH:4][C:5]2[O:18][CH:17]([CH2:19][OH:20])[N:8]3[C:9]4[CH:10]=[CH:11][CH:12]=[C:13]([F:16])[C:14]=4[CH:15]=[C:7]3[C:6]=2[N:24]=1. The yield is 0.955. (5) The reactants are [CH3:1][C:2]1[N:3]([S:18]([C:21]2[CH:22]=[N:23][CH:24]=[CH:25][CH:26]=2)(=[O:20])=[O:19])[C:4]([C:12]2[CH:17]=[CH:16][CH:15]=[CH:14][CH:13]=2)=[CH:5][C:6]=1[C:7](OCC)=[O:8].[H-].C([Al+]CC(C)C)C(C)C.O.C(OCC)(=O)C. The catalyst is O1CCCC1.C1(C)C=CC=CC=1. The product is [CH3:1][C:2]1[N:3]([S:18]([C:21]2[CH:22]=[N:23][CH:24]=[CH:25][CH:26]=2)(=[O:19])=[O:20])[C:4]([C:12]2[CH:13]=[CH:14][CH:15]=[CH:16][CH:17]=2)=[CH:5][C:6]=1[CH:7]=[O:8]. The yield is 0.270. (6) The reactants are [NH2:1][C:2]1[S:3]/[C:4](=[CH:8]\[C:9]2[CH:14]=[C:13]([O:15][CH2:16][CH2:17][CH3:18])[C:12]([OH:19])=[C:11]([Cl:20])[CH:10]=2)/[C:5](=[O:7])[N:6]=1.Br.Br[CH2:23][C:24]([C:26]1[NH:30][CH:29]=[N:28][CH:27]=1)=O. No catalyst specified. The product is [Cl:20][C:11]1[CH:10]=[C:9](/[CH:8]=[C:4]2/[C:5](=[O:7])[N:6]3[CH:23]=[C:24]([C:26]4[NH:30][CH:29]=[N:28][CH:27]=4)[N:1]=[C:2]3[S:3]/2)[CH:14]=[C:13]([O:15][CH2:16][CH2:17][CH3:18])[C:12]=1[OH:19]. The yield is 0.0700.